Task: Predict the reaction yield, written as a fraction of the theoretical maximum amount of product (1.0 means a 100% yield; for example, 0.34 means a 34% yield).. Dataset: Reaction yield outcomes from USPTO patents with 853,638 reactions (1) The yield is 0.937. The product is [C:1]12([C:11]3[CH:21]=[CH:20][C:14]([O:15][CH2:16][C:17]([N:28]4[CH2:29][CH2:30][N:25]([CH:22]([CH3:24])[CH3:23])[CH2:26][CH2:27]4)=[O:18])=[CH:13][CH:12]=3)[CH2:2][CH:3]3[CH2:9][CH:7]([CH2:6][CH:5]([CH2:4]3)[CH2:10]1)[CH2:8]2. The reactants are [C:1]12([C:11]3[CH:21]=[CH:20][C:14]([O:15][CH2:16][C:17](O)=[O:18])=[CH:13][CH:12]=3)[CH2:10][CH:5]3[CH2:6][CH:7]([CH2:9][CH:3]([CH2:4]3)[CH2:2]1)[CH2:8]2.[CH:22]([N:25]1[CH2:30][CH2:29][NH:28][CH2:27][CH2:26]1)([CH3:24])[CH3:23]. No catalyst specified. (2) The reactants are [CH3:1][O:2][C:3]1[CH:4]=[C:5]([NH2:11])[CH:6]=[C:7]([O:9][CH3:10])[CH:8]=1.[C:12](OC(=O)C)(=[O:14])[CH3:13]. The catalyst is C1(C)C=CC=CC=1. The product is [CH3:10][O:9][C:7]1[CH:6]=[C:5]([NH:11][C:12](=[O:14])[CH3:13])[CH:4]=[C:3]([O:2][CH3:1])[CH:8]=1. The yield is 0.950. (3) The reactants are [N:1]12[CH2:8][CH2:7][C:4]([C:9]([C:18]3[CH:23]=[CH:22][C:21]([F:24])=[CH:20][CH:19]=3)([C:11]3[CH:16]=[CH:15][C:14]([F:17])=[CH:13][CH:12]=3)[OH:10])([CH2:5][CH2:6]1)[CH2:3][CH2:2]2.[C:25]1([CH2:31][O:32][CH2:33][CH2:34][Br:35])[CH:30]=[CH:29][CH:28]=[CH:27][CH:26]=1. The catalyst is CC#N. The product is [Br-:35].[F:17][C:14]1[CH:15]=[CH:16][C:11]([C:9]([C:18]2[CH:19]=[CH:20][C:21]([F:24])=[CH:22][CH:23]=2)([OH:10])[C:4]23[CH2:5][CH2:6][N+:1]([CH2:34][CH2:33][O:32][CH2:31][C:25]4[CH:30]=[CH:29][CH:28]=[CH:27][CH:26]=4)([CH2:2][CH2:3]2)[CH2:8][CH2:7]3)=[CH:12][CH:13]=1. The yield is 0.661. (4) The catalyst is ClCCl.O. The product is [Cl:1][C:2]1[CH:3]=[C:4]([CH2:9][C:10]([N:15]([O:16][CH3:17])[CH3:14])=[O:12])[CH:5]=[CH:6][C:7]=1[Cl:8]. The yield is 0.727. The reactants are [Cl:1][C:2]1[CH:3]=[C:4]([CH2:9][C:10]([OH:12])=O)[CH:5]=[CH:6][C:7]=1[Cl:8].Cl.[CH3:14][NH:15][O:16][CH3:17].Cl.CN(C)CCCN=C=NCC.OC1C2N=NNC=2C=CC=1.C(N(CC)CC)C.